Dataset: Reaction yield outcomes from USPTO patents with 853,638 reactions. Task: Predict the reaction yield, written as a fraction of the theoretical maximum amount of product (1.0 means a 100% yield; for example, 0.34 means a 34% yield). The reactants are [F:1][C:2]1[CH:7]=[CH:6][CH:5]=[C:4]([F:8])[C:3]=1[C:9]1[C:14]([F:15])=[CH:13][CH:12]=[C:11]([CH3:16])[N:10]=1.[O-:17][Mn](=O)(=O)=O.[K+].[OH2:23]. No catalyst specified. The product is [F:1][C:2]1[CH:7]=[CH:6][CH:5]=[C:4]([F:8])[C:3]=1[C:9]1[N:10]=[C:11]([C:16]([OH:17])=[O:23])[CH:12]=[CH:13][C:14]=1[F:15]. The yield is 0.320.